From a dataset of Peptide-MHC class I binding affinity with 185,985 pairs from IEDB/IMGT. Regression. Given a peptide amino acid sequence and an MHC pseudo amino acid sequence, predict their binding affinity value. This is MHC class I binding data. (1) The peptide sequence is WEVGKPRPPL. The binding affinity (normalized) is 0.197. The MHC is HLA-B44:02 with pseudo-sequence HLA-B44:02. (2) The peptide sequence is GLACYRFVK. The MHC is HLA-A31:01 with pseudo-sequence HLA-A31:01. The binding affinity (normalized) is 0.503.